From a dataset of Experimentally validated miRNA-target interactions with 360,000+ pairs, plus equal number of negative samples. Binary Classification. Given a miRNA mature sequence and a target amino acid sequence, predict their likelihood of interaction. (1) The miRNA is hsa-miR-610 with sequence UGAGCUAAAUGUGUGCUGGGA. The protein sequence of the target gene is MVGPEDAGACSGRNPKLLPVPAPDPVGQDRKVIRATGGFGGGVGAVEPPEEADEEEEADEEEETPPRQLLQRYLAAAGEQLEPGLCYCPLPAGQAGAPPPSAAPRSDACLLGSGSKHRGAEVADGRAPRHEGMTNGDSGFLPGRDCRDLEEARGLARAGGRESRRRRPYGRLRLEGPGDEDADGAGSPSDWASPLEDPLRSCCLVAADAQEPEGAGSDSGDSPASSCSSSEDSEQRGVGAGGPEEGAPPATSAERTNGGAEPRLGFSDIHFNSRNTFQVSRGQSARDHLPPAGPPVPLPA.... Result: 0 (no interaction). (2) The miRNA is mmu-miR-3104-5p with sequence UAGGGGGCAGGAGCCGGAGCCCUCU. The protein sequence of the target gene is MDPSADTWDLFSPLISLWINRFYIYLGFAVSISLWICVQIVIKTQGKNLQEKSVPKAAQDLMTNGYVSLQEKDIFVSGVKIFYGSQTGTAKGFATVLAEAVTSLDLPVAIINLKEYDPDDHLIEEVTSKNVCVFLVATYTDGLPTESAEWFCKWLEEASIDFRFGKTYLKGMRYAVFGLGNSAYASHFNKVGKNVDKWLWMLGAHRVMSRGEGDCDVVKSKHGSIEADFRAWKTKFISQLQALQKGERKKSCGGHCKKGKCESHQHGSEEREEGSHEQDELHHRDTEEEEPFESSSEEEF.... Result: 0 (no interaction). (3) The protein sequence of the target gene is MDWDWGNRCSRPGRRDLLCVLALLAGCLLPVCRTRVYTNHWAVKIAGGFAEADRIASKYGFINVGQIGALKDYYHFYHSRTIKRSVLSSRGTHSFISMEPKVEWIQQQVVKKRTKRDYDLSHAQSTYFNDPKWPSMWYMHCSDNTHPCQSDMNIEGAWKRGYTGKNIVVTILDDGIERTHPDLMQNYDALASCDVNGNDLDPMPRYDASNENKHGTRCAGEVAATANNSHCTVGIAFNAKIGGVRMLDGDVTDMVEAKSVSYNPQHVHIYSASWGPDDDGKTVDGPAPLTRQAFENGVRM.... The miRNA is mmu-miR-669m-3p with sequence AUAUACAUCCACACAAACAUAU. Result: 1 (interaction).